The task is: Predict the reaction yield, written as a fraction of the theoretical maximum amount of product (1.0 means a 100% yield; for example, 0.34 means a 34% yield).. This data is from Reaction yield outcomes from USPTO patents with 853,638 reactions. (1) The reactants are C([O:3][C:4]([C:6]1[CH:7]=[N:8][N:9]([CH2:12][CH2:13][CH2:14][O:15][CH3:16])[C:10]=1[Cl:11])=[O:5])C.[OH-].[Li+]. The catalyst is CO.O. The product is [Cl:11][C:10]1[N:9]([CH2:12][CH2:13][CH2:14][O:15][CH3:16])[N:8]=[CH:7][C:6]=1[C:4]([OH:5])=[O:3]. The yield is 0.880. (2) The reactants are [Cl:1][C:2]1[CH:10]=[CH:9][C:5]([C:6]([NH2:8])=O)=[C:4]([O:11][CH2:12][CH2:13][CH3:14])[N:3]=1.N1C=CC=CC=1.P(Cl)(Cl)(Cl)=O. The catalyst is C(#N)C. The product is [Cl:1][C:2]1[CH:10]=[CH:9][C:5]([C:6]#[N:8])=[C:4]([O:11][CH2:12][CH2:13][CH3:14])[N:3]=1. The yield is 0.980.